This data is from Reaction yield outcomes from USPTO patents with 853,638 reactions. The task is: Predict the reaction yield, written as a fraction of the theoretical maximum amount of product (1.0 means a 100% yield; for example, 0.34 means a 34% yield). (1) The catalyst is C1COCC1.CO. The product is [C:12]([O:11][C:9]([N:7]1[CH2:8][C@@H:4]([CH2:3][O:2][CH3:1])[CH2:5][C@H:6]1[C:16]([OH:18])=[O:17])=[O:10])([CH3:15])([CH3:13])[CH3:14]. The reactants are [CH3:1][O:2][CH2:3][C@@H:4]1[CH2:8][N:7]([C:9]([O:11][C:12]([CH3:15])([CH3:14])[CH3:13])=[O:10])[C@H:6]([C:16]([O:18]C)=[O:17])[CH2:5]1.[Li+].[OH-].Cl. The yield is 0.990. (2) The reactants are C[O:2][C:3]1[C:4]([CH2:18][CH2:19][CH:20]([CH3:22])[CH3:21])([C:14]([O:16][CH3:17])=[O:15])[C:5]2[C:10]([C:11](=[O:13])[CH:12]=1)=[CH:9][CH:8]=[CH:7][CH:6]=2.I[Si](C)(C)C. The catalyst is C(#N)C. The product is [CH3:21][CH:20]([CH3:22])[CH2:19][CH2:18][C:4]1([C:14]([O:16][CH3:17])=[O:15])[C:5]2[C:10](=[CH:9][CH:8]=[CH:7][CH:6]=2)[C:11](=[O:13])[CH2:12][C:3]1=[O:2]. The yield is 0.650. (3) The reactants are [CH:1]([NH2:4])([CH3:3])[CH3:2].C[Al](C)C.C[O:10][C:11](=O)[C:12]1[CH:17]=[CH:16][C:15]([O:18][CH2:19][C:20]2[N:21]([CH3:31])[N:22]=[N:23][C:24]=2[C:25]2[CH:30]=[CH:29][CH:28]=[CH:27][CH:26]=2)=[N:14][CH:13]=1. The catalyst is O1CCOCC1. The product is [CH:1]([NH:4][C:11](=[O:10])[C:12]1[CH:17]=[CH:16][C:15]([O:18][CH2:19][C:20]2[N:21]([CH3:31])[N:22]=[N:23][C:24]=2[C:25]2[CH:26]=[CH:27][CH:28]=[CH:29][CH:30]=2)=[N:14][CH:13]=1)([CH3:3])[CH3:2]. The yield is 0.850. (4) The reactants are [NH:1]([C:3]1[CH:4]=[C:5]([CH:9]=[CH:10][CH:11]=1)[C:6]([OH:8])=[O:7])N.[CH:12]([C:15]([CH3:17])=O)([CH3:14])[CH3:13]. The catalyst is C(O)C.S(=O)(=O)(O)O. The product is [CH3:17][C:15]1[C:12]([CH3:14])([CH3:13])[C:4]2[C:3](=[CH:11][CH:10]=[CH:9][C:5]=2[C:6]([OH:8])=[O:7])[N:1]=1. The yield is 0.813. (5) The reactants are [H-].[K+].[CH3:3][C:4]1[C:5]([CH2:16][Si](C)(C)C)(O)[C:6]([CH3:14])([CH3:13])[CH2:7][CH:8]2[C:12]=1[O:11][CH2:10][O:9]2.O. The catalyst is O1CCCC1. The product is [CH3:3][C:4]1[C:5](=[CH2:16])[C:6]([CH3:14])([CH3:13])[CH2:7][CH:8]2[C:12]=1[O:11][CH2:10][O:9]2. The yield is 0.740. (6) The reactants are C([P:3]([CH2:6][C:7]1[CH2:11][CH:10](O)[CH2:9][CH:8]=1)(=[O:5])[O-:4])C.CC(OC(/[N:19]=N/C(OC(C)C)=O)=O)C.N=[N+]=[N-].C1(P(C2C=CC=CC=2)C2C=CC=CC=2)C=CC=CC=1. The catalyst is C1COCC1.O. The product is [NH2:19][CH:10]1[CH2:11][C:7]([CH2:6][PH:3](=[O:5])[OH:4])=[CH:8][CH2:9]1. The yield is 0.640. (7) The reactants are CN(C(ON1N=NC2C=CC=CC1=2)=[N+](C)C)C.[B-](F)(F)(F)F.C(N(CC)CC)C.[NH2:30][C:31]1[C:36]([C:37]([OH:39])=O)=[CH:35][C:34]([Br:40])=[CH:33][N:32]=1.[C:41]([NH:49][NH2:50])(=[O:48])[C:42]1[CH:47]=[CH:46][CH:45]=[CH:44][CH:43]=1. The catalyst is CN(C=O)C.O.CCOC(C)=O. The product is [NH2:30][C:31]1[C:36]([C:37]([NH:50][NH:49][C:41]([C:42]2[CH:47]=[CH:46][CH:45]=[CH:44][CH:43]=2)=[O:48])=[O:39])=[CH:35][C:34]([Br:40])=[CH:33][N:32]=1. The yield is 0.620. (8) The yield is 0.450. The reactants are [Cl:1][C:2]1[N:7]=[C:6]([Cl:8])[C:5]([O:9][CH3:10])=[C:4](Cl)[N:3]=1.Cl.[NH:13]1[CH2:18][CH2:17][O:16][CH2:15][CH:14]1[CH2:19][OH:20].C(N(CC)CC)C. No catalyst specified. The product is [Cl:1][C:2]1[N:3]=[C:4]([N:13]2[CH2:18][CH2:17][O:16][CH2:15][CH:14]2[CH2:19][OH:20])[C:5]([O:9][CH3:10])=[C:6]([Cl:8])[N:7]=1. (9) The reactants are C([O:8][C:9]([C:11]1[CH:12]=[C:13]2[C:18](=[CH:19][CH:20]=1)[N:17]([C:21](=[O:23])[CH3:22])[C@@H:16]([CH3:24])[CH2:15][C@H:14]2[N:25]([C:32]1[CH:37]=[CH:36][C:35]([N:38]2[CH2:43][CH2:42][O:41][CH2:40][CH2:39]2)=[CH:34][CH:33]=1)[C:26](=[O:31])[C:27]([F:30])([F:29])[F:28])=[O:10])C1C=CC=CC=1. The catalyst is C(O)C. The product is [C:21]([N:17]1[C:18]2[C:13](=[CH:12][C:11]([C:9]([OH:10])=[O:8])=[CH:20][CH:19]=2)[C@H:14]([N:25]([C:32]2[CH:37]=[CH:36][C:35]([N:38]3[CH2:39][CH2:40][O:41][CH2:42][CH2:43]3)=[CH:34][CH:33]=2)[C:26](=[O:31])[C:27]([F:28])([F:30])[F:29])[CH2:15][C@@H:16]1[CH3:24])(=[O:23])[CH3:22]. The yield is 0.883. (10) The reactants are [CH3:1][C@@H:2]1[CH2:7][CH2:6][N:5]([C:8]([O:10][C:11]([CH3:14])([CH3:13])[CH3:12])=[O:9])[CH2:4][C@@H:3]1[C:15]1[N:19]2[C:20]3[CH:26]=[CH:25][N:24](S(C4C=CC(C)=CC=4)(=O)=O)[C:21]=3[N:22]=[CH:23][C:18]2=[CH:17][N:16]=1.[OH-].[Na+]. The catalyst is O1CCOCC1. The product is [C:15]1([C@@H:3]2[C@H:2]([CH3:1])[CH2:7][CH2:6][N:5]([C:8]([O:10][C:11]([CH3:12])([CH3:14])[CH3:13])=[O:9])[CH2:4]2)[N:19]2[C:20]3[CH:26]=[CH:25][NH:24][C:21]=3[N:22]=[CH:23][C:18]2=[CH:17][N:16]=1. The yield is 0.990.